The task is: Predict the reactants needed to synthesize the given product.. This data is from Full USPTO retrosynthesis dataset with 1.9M reactions from patents (1976-2016). (1) Given the product [N:13]1([CH2:12][CH2:11][O:8][C:5]2[CH:6]=[CH:7][C:2]([NH2:1])=[CH:3][CH:4]=2)[CH2:17][CH2:16][CH2:15][CH2:14]1, predict the reactants needed to synthesize it. The reactants are: [NH2:1][C:2]1[CH:7]=[CH:6][C:5]([OH:8])=[CH:4][CH:3]=1.Cl.Cl[CH2:11][CH2:12][N:13]1[CH2:17][CH2:16][CH2:15][CH2:14]1.[OH-].[Na+]. (2) Given the product [CH3:1][O:2][C:3]([C:5]1[N:6]=[CH:7][C:8]2[N:9]([CH:22]=[N:21][CH:20]=2)[C:10]=1[NH:11][C:12]1[CH:17]=[CH:16][C:15]([I:18])=[CH:14][C:13]=1[F:19])=[O:4], predict the reactants needed to synthesize it. The reactants are: [CH3:1][O:2][C:3]([C:5]1[C:10]([NH:11][C:12]2[CH:17]=[CH:16][C:15]([I:18])=[CH:14][C:13]=2[F:19])=[N:9][C:8]([CH2:20][NH:21][CH:22]=O)=[CH:7][N:6]=1)=[O:4].P(Cl)(Cl)(Cl)=O. (3) Given the product [Cl:15][C:16]1[C:17]([NH:36][C:37]2[CH:42]=[CH:41][CH:40]=[CH:39][C:38]=2[C:43]2[N:44]([CH3:48])[CH:45]=[CH:46][N:47]=2)=[N:18][C:19]([NH:22][C:23]2[CH:24]=[CH:25][C:26]3[CH2:32][CH2:31][C:30]([F:34])([F:33])[CH2:29][CH2:28][C:27]=3[CH:35]=2)=[N:20][CH:21]=1, predict the reactants needed to synthesize it. The reactants are: C(N1CCC2C=C(N)C=CC=2CC1)C.[Cl:15][C:16]1[C:17]([NH:36][C:37]2[CH:42]=[CH:41][CH:40]=[CH:39][C:38]=2[C:43]2[N:44]([CH3:48])[CH:45]=[CH:46][N:47]=2)=[N:18][C:19]([NH:22][C:23]2[CH:24]=[CH:25][C:26]3[CH2:32][CH2:31][C:30]([F:34])([F:33])[CH2:29][CH2:28][C:27]=3[CH:35]=2)=[N:20][CH:21]=1.FC1(F)CCC2C=C(N)C=CC=2CC1. (4) Given the product [CH3:1][C:2]1[C:10]2[CH2:9][CH2:8][C:7]3[CH:11]=[CH:12][CH:13]=[CH:14][C:6]=3[C:5]=2[N:4]([C:15]2[CH:16]=[CH:17][C:18]([O:21][CH2:23][CH2:24][CH2:25][N:26]3[CH2:30][CH2:29][CH2:28][CH2:27]3)=[CH:19][CH:20]=2)[N:3]=1, predict the reactants needed to synthesize it. The reactants are: [CH3:1][C:2]1[C:10]2[CH2:9][CH2:8][C:7]3[CH:11]=[CH:12][CH:13]=[CH:14][C:6]=3[C:5]=2[N:4]([C:15]2[CH:20]=[CH:19][C:18]([OH:21])=[CH:17][CH:16]=2)[N:3]=1.Cl[CH2:23][CH2:24][CH2:25][N:26]1[CH2:30][CH2:29][CH2:28][CH2:27]1.[H-].[Na+].[I-].[Na+].C(=O)(O)[O-].[Na+]. (5) Given the product [Br:1][C:2]1[CH:3]=[C:4]2[CH2:10][C:9](=[O:11])[N:8]([CH2:15][O:16][CH2:17][CH2:18][Si:19]([CH3:22])([CH3:21])[CH3:20])[C:5]2=[N:6][CH:7]=1, predict the reactants needed to synthesize it. The reactants are: [Br:1][C:2]1[CH:3]=[C:4]2[CH2:10][C:9](=[O:11])[NH:8][C:5]2=[N:6][CH:7]=1.[H-].[Na+].Cl[CH2:15][O:16][CH2:17][CH2:18][Si:19]([CH3:22])([CH3:21])[CH3:20]. (6) Given the product [NH2:1][C:2]1[C:15]([Br:16])=[CH:14][C:5]2[C:6]([C:9]([OH:11])=[O:10])=[CH:7][O:8][C:4]=2[CH:3]=1, predict the reactants needed to synthesize it. The reactants are: [NH2:1][C:2]1[C:15]([Br:16])=[CH:14][C:5]2[C:6]([C:9]([O:11]CC)=[O:10])=[CH:7][O:8][C:4]=2[CH:3]=1.O[Li].O.Cl.